This data is from Catalyst prediction with 721,799 reactions and 888 catalyst types from USPTO. The task is: Predict which catalyst facilitates the given reaction. (1) Reactant: [CH3:1][C:2]1[CH:9]=[CH:8][C:5]([CH:6]=[O:7])=[CH:4][CH:3]=1.C(O[CH2:14][CH:15]=[CH2:16])(=O)C.O.CCN(CC)CC.CC1C(C)=C(C)C(C)=C(C)C=1C. Product: [C:2]1([CH3:1])[CH:9]=[CH:8][C:5]([CH:6]([OH:7])[CH2:16][CH:15]=[CH2:14])=[CH:4][CH:3]=1. The catalyst class is: 12. (2) Reactant: [NH2:1][C:2]1[N:6]([CH3:7])[C:5](=[O:8])[C:4]([C:16]2[CH:21]=[CH:20][C:19]([F:22])=[C:18](Br)[CH:17]=2)([C:9]2[CH:14]=[CH:13][C:12]([OH:15])=[CH:11][CH:10]=2)[N:3]=1.C([Sn](CCCC)(CCCC)[C:29]1[S:33][CH:32]=[N:31][CH:30]=1)CCC. Product: [NH2:1][C:2]1[N:6]([CH3:7])[C:5](=[O:8])[C:4]([C:16]2[CH:21]=[CH:20][C:19]([F:22])=[C:18]([C:29]3[S:33][CH:32]=[N:31][CH:30]=3)[CH:17]=2)([C:9]2[CH:14]=[CH:13][C:12]([OH:15])=[CH:11][CH:10]=2)[N:3]=1. The catalyst class is: 427.